From a dataset of Forward reaction prediction with 1.9M reactions from USPTO patents (1976-2016). Predict the product of the given reaction. (1) The product is: [CH3:1][C@H:2]1[CH2:6][CH2:5][CH2:4][N:3]1[C@H:7]1[CH2:11][CH2:10][N:9]([C:12]2[CH:13]=[CH:14][C:15]([NH2:18])=[CH:16][CH:17]=2)[CH2:8]1. Given the reactants [CH3:1][C@H:2]1[CH2:6][CH2:5][CH2:4][N:3]1[C@H:7]1[CH2:11][CH2:10][N:9]([C:12]2[CH:17]=[CH:16][C:15]([N+:18]([O-])=O)=[CH:14][CH:13]=2)[CH2:8]1, predict the reaction product. (2) Given the reactants [C:1]1([C:20]2[CH:25]=[CH:24][CH:23]=[CH:22][CH:21]=2)[CH:6]=[CH:5][C:4]([C:7]2[N:8]([C:13]3[CH:18]=[CH:17][CH:16]=[CH:15][C:14]=3[F:19])[C:9]([SH:12])=[N:10][N:11]=2)=[CH:3][CH:2]=1.CI.[C:28](=O)([O-])[O-].[K+].[K+].O, predict the reaction product. The product is: [C:1]1([C:20]2[CH:21]=[CH:22][CH:23]=[CH:24][CH:25]=2)[CH:6]=[CH:5][C:4]([C:7]2[N:8]([C:13]3[CH:18]=[CH:17][CH:16]=[CH:15][C:14]=3[F:19])[C:9]([S:12][CH3:28])=[N:10][N:11]=2)=[CH:3][CH:2]=1. (3) Given the reactants C1([C@H]([N:9]2[C@H:14]([C:15]([O:17][CH2:18][CH3:19])=[O:16])[C@@H:13]3[CH2:20][C@H:10]2[CH:11]=[CH:12]3)C)C=CC=CC=1, predict the reaction product. The product is: [C@H:10]12[CH2:20][C@H:13]([CH2:12][CH2:11]1)[C@@H:14]([C:15]([O:17][CH2:18][CH3:19])=[O:16])[NH:9]2. (4) The product is: [CH:1]1([CH2:4][CH2:5][N:6]2[C:11](=[O:12])[C:10]([C:37]([NH:36][CH2:39][C:40]([OH:42])=[O:41])=[O:38])=[C:9]([OH:13])[N:8]([C:14]3[CH:19]=[CH:18][C:17]([C:20]4[N:21]=[C:22]([CH3:25])[S:23][CH:24]=4)=[CH:16][CH:15]=3)[C:7]2=[O:26])[CH2:3][CH2:2]1. Given the reactants [CH:1]1([CH2:4][CH2:5][N:6]2[C:11](=[O:12])[CH2:10][C:9](=[O:13])[N:8]([C:14]3[CH:19]=[CH:18][C:17]([C:20]4[N:21]=[C:22]([CH3:25])[S:23][CH:24]=4)=[CH:16][CH:15]=3)[C:7]2=[O:26])[CH2:3][CH2:2]1.C(N(C(C)C)CC)(C)C.[N:36]([CH2:39][C:40]([O:42]CC)=[O:41])=[C:37]=[O:38], predict the reaction product. (5) The product is: [CH2:20]([C:22]1[CH:27]=[CH:26][C:25]([NH:28][C:29]([NH:19][C:16]2[CH:15]=[CH:14][C:13]([O:12][C:10]3[CH:9]=[CH:8][N:7]=[C:6]([C:5]4[NH:1][N:2]=[N:3][N:4]=4)[CH:11]=3)=[CH:18][CH:17]=2)=[O:30])=[CH:24][CH:23]=1)[CH3:21]. Given the reactants [NH:1]1[C:5]([C:6]2[CH:11]=[C:10]([O:12][C:13]3[CH:18]=[CH:17][C:16]([NH2:19])=[CH:15][CH:14]=3)[CH:9]=[CH:8][N:7]=2)=[N:4][N:3]=[N:2]1.[CH2:20]([C:22]1[CH:27]=[CH:26][C:25]([N:28]=[C:29]=[O:30])=[CH:24][CH:23]=1)[CH3:21], predict the reaction product. (6) Given the reactants [NH2:1][C:2]1[CH:3]=[C:4]([CH:7]=[CH:8][C:9]=1[NH:10][CH2:11][C@@H:12]1[CH2:16][CH2:15][N:14]([C:17]([CH:19]2[CH2:21][CH2:20]2)=[O:18])[CH2:13]1)[C:5]#[N:6].[Br:22][C:23]1[CH:30]=[CH:29][C:26]([CH:27]=O)=[CH:25][CH:24]=1.CO, predict the reaction product. The product is: [Br:22][C:23]1[CH:30]=[CH:29][C:26]([C:27]2[N:10]([CH2:11][C@@H:12]3[CH2:16][CH2:15][N:14]([C:17]([CH:19]4[CH2:21][CH2:20]4)=[O:18])[CH2:13]3)[C:9]3[CH:8]=[CH:7][C:4]([C:5]#[N:6])=[CH:3][C:2]=3[N:1]=2)=[CH:25][CH:24]=1.